From a dataset of Catalyst prediction with 721,799 reactions and 888 catalyst types from USPTO. Predict which catalyst facilitates the given reaction. (1) Reactant: [Cl:1][C:2]1[CH:10]=[C:9]2[C:5]([C:6]([CH2:18][C:19]3[CH:24]=[CH:23][CH:22]=[C:21]([Cl:25])[CH:20]=3)([CH:12]3[CH2:17][CH2:16][CH2:15][NH:14][CH2:13]3)[C:7](=[O:11])[NH:8]2)=[CH:4][CH:3]=1.C(N(CC)CC)C.[CH3:33][O:34][C:35]1[CH:40]=[CH:39][CH:38]=[CH:37][C:36]=1[N:41]=[C:42]=[O:43]. Product: [CH3:33][O:34][C:35]1[CH:40]=[CH:39][CH:38]=[CH:37][C:36]=1[NH:41][C:42]([N:14]1[CH2:15][CH2:16][CH2:17][CH:12]([C:6]2([CH2:18][C:19]3[CH:24]=[CH:23][CH:22]=[C:21]([Cl:25])[CH:20]=3)[C:5]3[C:9](=[CH:10][C:2]([Cl:1])=[CH:3][CH:4]=3)[NH:8][C:7]2=[O:11])[CH2:13]1)=[O:43]. The catalyst class is: 4. (2) Reactant: [F:1][C:2]1[CH:3]=[C:4]([NH:10][C:11]2[C:16]([C:17]3[N:22]=[C:21]([CH3:23])[N:20]=[C:19]([N:24](CC4C=CC(OC)=CC=4)CC4C=CC(OC)=CC=4)[N:18]=3)=[CH:15][CH:14]=[CH:13][N:12]=2)[CH:5]=[CH:6][C:7]=1[O:8][CH3:9]. Product: [F:1][C:2]1[CH:3]=[C:4]([NH:10][C:11]2[C:16]([C:17]3[N:22]=[C:21]([CH3:23])[N:20]=[C:19]([NH2:24])[N:18]=3)=[CH:15][CH:14]=[CH:13][N:12]=2)[CH:5]=[CH:6][C:7]=1[O:8][CH3:9]. The catalyst class is: 67.